Task: Regression/Classification. Given a drug SMILES string, predict its toxicity properties. Task type varies by dataset: regression for continuous values (e.g., LD50, hERG inhibition percentage) or binary classification for toxic/non-toxic outcomes (e.g., AMES mutagenicity, cardiotoxicity, hepatotoxicity). Dataset: herg_karim.. Dataset: hERG potassium channel inhibition data for cardiac toxicity prediction from Karim et al. The compound is O=C(CNC(=O)c1cccc(C(F)(F)F)c1)NC1CN([C@H]2CC[C@H](c3ccc(O)cn3)CC2)C1. The result is 0 (non-blocker).